Predict the reaction yield, written as a fraction of the theoretical maximum amount of product (1.0 means a 100% yield; for example, 0.34 means a 34% yield). From a dataset of Reaction yield outcomes from USPTO patents with 853,638 reactions. The reactants are [CH3:1][C:2]1([CH3:16])[C:10](=[O:11])[N:9]2[CH:4]([CH2:5][CH2:6][CH:7]([C:12]([O:14]C)=[O:13])[CH2:8]2)[CH2:3]1.[Li+].[OH-]. The catalyst is CO.C1COCC1.O. The product is [CH3:1][C:2]1([CH3:16])[C:10](=[O:11])[N:9]2[CH:4]([CH2:5][CH2:6][CH:7]([C:12]([OH:14])=[O:13])[CH2:8]2)[CH2:3]1. The yield is 1.00.